The task is: Regression. Given a peptide amino acid sequence and an MHC pseudo amino acid sequence, predict their binding affinity value. This is MHC class I binding data.. This data is from Peptide-MHC class I binding affinity with 185,985 pairs from IEDB/IMGT. (1) The peptide sequence is KWNNETWQEW. The MHC is Mamu-B17 with pseudo-sequence Mamu-B17. The binding affinity (normalized) is 0.196. (2) The peptide sequence is KNYPASLHK. The MHC is HLA-B08:01 with pseudo-sequence HLA-B08:01. The binding affinity (normalized) is 0.0847. (3) The MHC is Patr-A0701 with pseudo-sequence Patr-A0701. The binding affinity (normalized) is 0.670. The peptide sequence is SYFVASFRLF. (4) The MHC is HLA-B15:01 with pseudo-sequence HLA-B15:01. The peptide sequence is FQPQNGQFI. The binding affinity (normalized) is 0.211. (5) The peptide sequence is YPLTFGWCY. The MHC is HLA-B40:01 with pseudo-sequence HLA-B40:01. The binding affinity (normalized) is 0.0265. (6) The peptide sequence is RTNAAMGAVF. The MHC is HLA-A23:01 with pseudo-sequence HLA-A23:01. The binding affinity (normalized) is 0.295.